Dataset: Catalyst prediction with 721,799 reactions and 888 catalyst types from USPTO. Task: Predict which catalyst facilitates the given reaction. (1) Reactant: [C:1]([O:4][CH:5]1[C:9]2=[N:10][CH:11]=[C:12]([NH2:29])[C:13]([N:14]3[CH2:19][C@H:18]([CH3:20])[CH2:17][C@H:16]([NH:21][C:22]([O:24][C:25]([CH3:28])([CH3:27])[CH3:26])=[O:23])[CH2:15]3)=[C:8]2[CH2:7][CH2:6]1)(=[O:3])[CH3:2].[C:30]([O:34][C:35]([NH:37][C:38]1[S:42][C:41]([C:43]2[C:48]([F:49])=[CH:47][CH:46]=[C:45]([O:50][CH3:51])[C:44]=2[F:52])=[N:40][C:39]=1[C:53](O)=[O:54])=[O:36])([CH3:33])([CH3:32])[CH3:31].CN(C(ON1N=NC2C=CC=NC1=2)=[N+](C)C)C.F[P-](F)(F)(F)(F)F.CCN(C(C)C)C(C)C. Product: [C:1]([O:4][CH:5]1[C:9]2=[N:10][CH:11]=[C:12]([NH:29][C:53]([C:39]3[N:40]=[C:41]([C:43]4[C:48]([F:49])=[CH:47][CH:46]=[C:45]([O:50][CH3:51])[C:44]=4[F:52])[S:42][C:38]=3[NH:37][C:35]([O:34][C:30]([CH3:33])([CH3:32])[CH3:31])=[O:36])=[O:54])[C:13]([N:14]3[CH2:19][C@H:18]([CH3:20])[CH2:17][C@H:16]([NH:21][C:22]([O:24][C:25]([CH3:28])([CH3:27])[CH3:26])=[O:23])[CH2:15]3)=[C:8]2[CH2:7][CH2:6]1)(=[O:3])[CH3:2]. The catalyst class is: 121. (2) Reactant: [Cl:1][C:2]1[CH:44]=[CH:43][C:5]([CH2:6][N:7]2[C:12](=[N:13][C:14]3[CH:19]=[CH:18][C:17]([O:20][CH:21]([CH3:23])[CH3:22])=[C:16]([CH3:24])[CH:15]=3)[NH:11][C:10](=[O:25])[N:9]([CH2:26][CH2:27][C@H:28]([NH:34][C:35]([O:37][C:38]([CH3:41])([CH3:40])[CH3:39])=[O:36])[C:29]([O:31]CC)=[O:30])[C:8]2=[O:42])=[CH:4][CH:3]=1.CO.[OH-].[Li+].[Cl-].[NH4+]. Product: [Cl:1][C:2]1[CH:44]=[CH:43][C:5]([CH2:6][N:7]2[C:12](=[N:13][C:14]3[CH:19]=[CH:18][C:17]([O:20][CH:21]([CH3:23])[CH3:22])=[C:16]([CH3:24])[CH:15]=3)[NH:11][C:10](=[O:25])[N:9]([CH2:26][CH2:27][C@H:28]([NH:34][C:35]([O:37][C:38]([CH3:40])([CH3:39])[CH3:41])=[O:36])[C:29]([OH:31])=[O:30])[C:8]2=[O:42])=[CH:4][CH:3]=1. The catalyst class is: 6. (3) Reactant: [C:1]([NH:20][CH:21]1[CH2:26][CH2:25][CH2:24][NH:23][C:22]1=O)([C:14]1[CH:19]=[CH:18][CH:17]=[CH:16][CH:15]=1)([C:8]1[CH:13]=[CH:12][CH:11]=[CH:10][CH:9]=1)[C:2]1[CH:7]=[CH:6][CH:5]=[CH:4][CH:3]=1.[H-].[H-].[H-].[H-].[Li+].[Al+3].O.[OH-].[Na+]. Product: [NH:23]1[CH2:24][CH2:25][CH2:26][CH:21]([NH:20][C:1]([C:8]2[CH:13]=[CH:12][CH:11]=[CH:10][CH:9]=2)([C:2]2[CH:3]=[CH:4][CH:5]=[CH:6][CH:7]=2)[C:14]2[CH:19]=[CH:18][CH:17]=[CH:16][CH:15]=2)[CH2:22]1. The catalyst class is: 7. (4) Reactant: COC1C=C(C(C2C=CC(OC)=C(OC)C=2)=CC(OC)=O)C=CC=1OC.[CH3:27][O:28][C:29]1[CH:30]=[C:31]([CH:40]=[CH:41][C:42]=1[O:43][CH3:44])[C:32]([C:34]1[CH:39]=[CH:38][N:37]=[CH:36][CH:35]=1)=O.C(OP([CH2:53][C:54]#[N:55])(=O)OCC)C.C[Si](C)(C)[N-][Si](C)(C)C.[Li+]. Product: [CH3:27][O:28][C:29]1[CH:30]=[C:31]([C:32]([C:34]2[CH:39]=[CH:38][N:37]=[CH:36][CH:35]=2)=[CH:53][C:54]#[N:55])[CH:40]=[CH:41][C:42]=1[O:43][CH3:44].[CH3:27][O:28][C:29]1[CH:30]=[C:31]([C:32]([C:34]2[CH:39]=[CH:38][N:37]=[CH:36][CH:35]=2)=[CH:53][C:54]#[N:55])[CH:40]=[CH:41][C:42]=1[O:43][CH3:44]. The catalyst class is: 81. (5) The catalyst class is: 2. Reactant: [C:1]([C:4]1[CH:11]=[CH:10][C:7]([CH:8]=[O:9])=[CH:6][CH:5]=1)([OH:3])=O.C(Cl)CCl.C1C=CC2N(O)N=NC=2C=1.[CH3:26][NH:27][CH2:28][CH2:29][N:30]1[CH2:35][CH2:34][CH:33]([O:36][C:37](=[O:51])[NH:38][C:39]2[CH:44]=[CH:43][CH:42]=[CH:41][C:40]=2[C:45]2[CH:50]=[CH:49][CH:48]=[CH:47][CH:46]=2)[CH2:32][CH2:31]1. Product: [CH:8]([C:7]1[CH:10]=[CH:11][C:4]([C:1]([CH2:26][NH:27][CH2:28][CH2:29][N:30]2[CH2:35][CH2:34][CH:33]([O:36][C:37](=[O:51])[NH:38][C:39]3[CH:44]=[CH:43][CH:42]=[CH:41][C:40]=3[C:45]3[CH:50]=[CH:49][CH:48]=[CH:47][CH:46]=3)[CH2:32][CH2:31]2)=[O:3])=[CH:5][CH:6]=1)=[O:9]. (6) Reactant: [NH:1]([C:15]([O:17][C:18]([CH3:21])([CH3:20])[CH3:19])=[O:16])[C@H:2]([C:6]([NH:8][CH2:9][C:10]([O:12]CC)=[O:11])=[O:7])[C@@H:3]([CH3:5])[OH:4].[OH-].[Na+].Cl. Product: [NH:1]([C:15]([O:17][C:18]([CH3:19])([CH3:21])[CH3:20])=[O:16])[C@H:2]([C:6]([NH:8][CH2:9][C:10]([OH:12])=[O:11])=[O:7])[C@@H:3]([CH3:5])[OH:4]. The catalyst class is: 5. (7) Reactant: C(O[C:4](=[N:6][C:7](=O)[C:8]1[CH:13]=[CH:12][C:11]([Cl:14])=[CH:10][CH:9]=1)[CH3:5])C.Cl.[NH:17]([C:19]1[CH:24]=[CH:23][C:22]([S:25]([NH2:28])(=[O:27])=[O:26])=[CH:21][CH:20]=1)[NH2:18].C(N(CC)CC)C.O. Product: [Cl:14][C:11]1[CH:10]=[CH:9][C:8]([C:7]2[N:17]([C:19]3[CH:20]=[CH:21][C:22]([S:25]([NH2:28])(=[O:27])=[O:26])=[CH:23][CH:24]=3)[N:18]=[C:4]([CH3:5])[N:6]=2)=[CH:13][CH:12]=1. The catalyst class is: 98. (8) Reactant: C([O-])([O-])=O.[K+].[K+].[CH2:7]([O:9][C:10](=[O:23])[CH2:11][C:12]1[C:16]2[CH:17]=[CH:18][C:19]([CH:21]=O)=[CH:20][C:15]=2[S:14][CH:13]=1)[CH3:8].[Cl-:24].[CH3:25][C:26]1[C:31]([CH2:32][P+:33]([C:46]2[CH:51]=[CH:50][CH:49]=[CH:48][CH:47]=2)([C:40]2[CH:45]=[CH:44][CH:43]=[CH:42][CH:41]=2)[C:34]2[CH:39]=[CH:38][CH:37]=[CH:36][CH:35]=2)=[CH:30][CH:29]=[C:28]([CH3:52])[N:27]=1. Product: [CH2:7]([O:9][C:10](=[O:23])[CH2:11][C:12]1[C:16]2[CH:17]=[CH:18][C:19](/[CH:21]=[CH:32]/[C:31]3[C:26]([CH3:25])=[N:27][C:28]([CH3:52])=[CH:29][CH:30]=3)=[CH:20][C:15]=2[S:14][CH:13]=1)[CH3:8].[Cl-:24].[CH3:25][C:26]1[C:31]([CH2:32][P+:33]([C:34]2[CH:39]=[CH:38][CH:37]=[CH:36][CH:35]=2)([C:46]2[CH:47]=[CH:48][CH:49]=[CH:50][CH:51]=2)[C:40]2[CH:45]=[CH:44][CH:43]=[CH:42][CH:41]=2)=[CH:30][CH:29]=[C:28]([CH3:52])[N:27]=1. The catalyst class is: 3. (9) Reactant: [CH3:1][O:2][C:3]1[C:4]2[N:5]([N:15]=[CH:16][CH:17]=2)[CH:6]=[C:7](C2C=CC=CC=2)[CH:8]=1.C1C(=O)N([I:25])C(=O)C1.C(OCC)(=O)C.O. Product: [I:25][C:17]1[CH:16]=[N:15][N:5]2[CH:6]=[CH:7][CH:8]=[C:3]([O:2][CH3:1])[C:4]=12. The catalyst class is: 10. (10) Reactant: [N+:1]([C:4]1[CH:5]=[C:6]([C:10]([O:12][CH3:13])=[O:11])[S:7][C:8]=1[CH3:9])([O-:3])=[O:2].[CH2:14]([O:21][C:22]1[CH:29]=[CH:28][C:25]([CH:26]=O)=[CH:24][CH:23]=1)[C:15]1[CH:20]=[CH:19][CH:18]=[CH:17][CH:16]=1.N1CCC[CH2:31]1. Product: [CH2:14]([O:21][C:22]1[CH:29]=[CH:28][C:25](/[CH:26]=[CH:9]/[C:8]2[S:7][C:6]([C:10]([O:12][CH2:13][CH3:31])=[O:11])=[CH:5][C:4]=2[N+:1]([O-:3])=[O:2])=[CH:24][CH:23]=1)[C:15]1[CH:20]=[CH:19][CH:18]=[CH:17][CH:16]=1. The catalyst class is: 8.